From a dataset of Reaction yield outcomes from USPTO patents with 853,638 reactions. Predict the reaction yield, written as a fraction of the theoretical maximum amount of product (1.0 means a 100% yield; for example, 0.34 means a 34% yield). (1) The reactants are Br[C:2]1[CH:8]=[C:7]([N+:9]([O-:11])=[O:10])[C:6]([F:12])=[CH:5][C:3]=1[NH2:4].C[C:14]([CH3:27])([C:25]#[CH:26])[C:15]([O:17][C:18](=[O:24])[C:19]([CH3:23])([CH3:22])[C:20]#[CH:21])=O.[CH3:28][CH2:29]N(CC)CC. The catalyst is [Cu]I.Cl[Pd](Cl)([P](C1C=CC=CC=1)(C1C=CC=CC=1)C1C=CC=CC=1)[P](C1C=CC=CC=1)(C1C=CC=CC=1)C1C=CC=CC=1. The product is [NH2:4][C:3]1[CH:5]=[C:6]([F:12])[C:7]([N+:9]([O-:11])=[O:10])=[CH:8][C:2]=1[C:21]#[C:20][C:19]([CH3:22])([CH3:23])[C:18]([O:17][CH2:15][C:14]1[CH:25]=[CH:26][CH:29]=[CH:28][CH:27]=1)=[O:24]. The yield is 0.560. (2) The reactants are Br[C:2]1[CH:23]=[CH:22][C:5]2[C:6]3[N:10]([CH2:11][CH2:12][O:13][C:4]=2[CH:3]=1)[CH:9]=[C:8]([C:14]1[N:15]([CH:19]([CH3:21])[CH3:20])[N:16]=[CH:17][N:18]=1)[N:7]=3.C([O-])(=O)C.[K+].O1CCCCC1[O:35][CH2:36][CH2:37][N:38]1[CH:42]=[C:41](B2OC(C)(C)C(C)(C)O2)[CH:40]=[N:39]1.Cl. The catalyst is CC#N.CCOC(C)=O.O.C(Cl)Cl.O1CCOCC1.[Pd].C1(P(C2C=CC=CC=2)C2C=CC=CC=2)C=CC=CC=1.C1(P(C2C=CC=CC=2)C2C=CC=CC=2)C=CC=CC=1.C1(P(C2C=CC=CC=2)C2C=CC=CC=2)C=CC=CC=1.C1(P(C2C=CC=CC=2)C2C=CC=CC=2)C=CC=CC=1. The product is [CH:19]([N:15]1[C:14]([C:8]2[N:7]=[C:6]3[C:5]4[CH:22]=[CH:23][C:2]([C:41]5[CH:40]=[N:39][N:38]([CH2:37][CH2:36][OH:35])[CH:42]=5)=[CH:3][C:4]=4[O:13][CH2:12][CH2:11][N:10]3[CH:9]=2)=[N:18][CH:17]=[N:16]1)([CH3:21])[CH3:20]. The yield is 0.740. (3) The reactants are [NH2:1][C:2]1[N:6]([C:7]2[CH:8]=[C:9]3[C:13](=[CH:14][CH:15]=2)[N:12]([C:16]([O:18][C:19]([CH3:22])([CH3:21])[CH3:20])=[O:17])[N:11]=[CH:10]3)[N:5]=[C:4]([C:23]([CH3:26])([CH3:25])[CH3:24])[CH:3]=1.[OH-].[Na+].Cl[C:30]([O:32][C:33]([CH3:35])=[CH2:34])=[O:31]. The catalyst is CCOC(C)=O. The product is [C:23]([C:4]1[CH:3]=[C:2]([NH:1][C:30]([O:32][C:33]([CH3:35])=[CH2:34])=[O:31])[N:6]([C:7]2[CH:8]=[C:9]3[C:13](=[CH:14][CH:15]=2)[N:12]([C:16]([O:18][C:19]([CH3:20])([CH3:22])[CH3:21])=[O:17])[N:11]=[CH:10]3)[N:5]=1)([CH3:26])([CH3:25])[CH3:24]. The yield is 0.870. (4) The reactants are [F:1][C:2]1[CH:7]=[CH:6][C:5]([O:8][CH3:9])=[CH:4][C:3]=1[C:10]1[CH:15]=[CH:14][C:13]([CH2:16]O)=[CH:12][C:11]=1[C:18]1[C@@:19]2([CH3:27])[C:24]([CH3:26])([CH3:25])[C@@H:22]([CH:23]=1)[CH2:21][CH2:20]2.S(Cl)([Cl:30])=O. The catalyst is C(Cl)Cl.CN(C=O)C. The product is [CH3:9][O:8][C:5]1[CH:4]=[C:3]([C:10]2[CH:15]=[CH:14][C:13]([CH2:16][Cl:30])=[CH:12][C:11]=2[C:18]2[C@@:19]3([CH3:27])[C:24]([CH3:26])([CH3:25])[C@@H:22]([CH:23]=2)[CH2:21][CH2:20]3)[C:2]([F:1])=[CH:7][CH:6]=1. The yield is 0.950. (5) The yield is 0.450. The product is [CH2:1]([O:4][C:5]1([CH3:34])[CH2:10][CH2:9][N:8]([C:11]2[N:16]3[CH:17]=[C:18]([C:20]4[CH:25]=[CH:24][CH:23]=[C:22]([Br:26])[CH:21]=4)[N:19]=[C:15]3[CH:14]=[C:13]([CH3:27])[C:12]=2[C@H:28]([O:33][C:39]([CH3:44])([CH3:40])[CH3:35])[C:29]([O:31][CH3:32])=[O:30])[CH2:7][CH2:6]1)[CH:2]=[CH2:3]. No catalyst specified. The reactants are [CH2:1]([O:4][C:5]1([CH3:34])[CH2:10][CH2:9][N:8]([C:11]2[N:16]3[CH:17]=[C:18]([C:20]4[CH:25]=[CH:24][CH:23]=[C:22]([Br:26])[CH:21]=4)[N:19]=[C:15]3[CH:14]=[C:13]([CH3:27])[C:12]=2[C@H:28]([OH:33])[C:29]([O:31][CH3:32])=[O:30])[CH2:7][CH2:6]1)[CH:2]=[CH2:3].[CH2:35]([C:39]1(C)[CH2:44]CN(C2N3C=C(C(OCC)=O)N=C3C=C(C)C=2[C@H](O[C:39]([CH3:44])([CH3:40])[CH3:35])C(OC)=O)C[CH2:40]1)CC=C. (6) The reactants are O=[C:2]([C:8]1[CH:13]=[CH:12][C:11]([S:14][C:15]2[CH:20]=[CH:19][CH:18]=[CH:17][CH:16]=2)=[CH:10][CH:9]=1)[CH2:3][CH2:4][C:5]([OH:7])=[O:6]. The catalyst is Cl. The product is [C:15]1([S:14][C:11]2[CH:10]=[CH:9][C:8]([CH2:2][CH2:3][CH2:4][C:5]([OH:7])=[O:6])=[CH:13][CH:12]=2)[CH:16]=[CH:17][CH:18]=[CH:19][CH:20]=1. The yield is 0.810. (7) No catalyst specified. The reactants are Br[C:2]1[C:7]([CH3:8])=[CH:6][C:5]([N+:9]([O-:11])=[O:10])=[CH:4][N:3]=1.[CH:12]([O:15][C:16]1[CH:17]=[C:18](B(O)O)[CH:19]=[CH:20][CH:21]=1)([CH3:14])[CH3:13]. The product is [CH:12]([O:15][C:16]1[CH:21]=[C:20]([C:2]2[C:7]([CH3:8])=[CH:6][C:5]([N+:9]([O-:11])=[O:10])=[CH:4][N:3]=2)[CH:19]=[CH:18][CH:17]=1)([CH3:14])[CH3:13]. The yield is 0.820. (8) The product is [CH3:1][O:2][C:3](=[O:26])[CH2:4][C:5]1[C:14]([CH3:15])=[C:13]([C:28]2[CH:33]=[CH:32][C:31]([S:34][C:35]3[CH:40]=[CH:39][C:38]([Cl:41])=[CH:37][CH:36]=3)=[CH:30][CH:29]=2)[C:12]2[C:7](=[CH:8][CH:9]=[C:10]([Cl:25])[CH:11]=2)[CH:6]=1. The reactants are [CH3:1][O:2][C:3](=[O:26])[CH2:4][C:5]1[C:14]([CH3:15])=[C:13](B2OC(C)(C)C(C)(C)O2)[C:12]2[C:7](=[CH:8][CH:9]=[C:10]([Cl:25])[CH:11]=2)[CH:6]=1.Br[C:28]1[CH:33]=[CH:32][C:31]([S:34][C:35]2[CH:40]=[CH:39][C:38]([Cl:41])=[CH:37][CH:36]=2)=[CH:30][CH:29]=1.C(=O)(O)[O-].[Na+].O. The catalyst is C(COC)OC.C1C=CC([P]([Pd]([P](C2C=CC=CC=2)(C2C=CC=CC=2)C2C=CC=CC=2)([P](C2C=CC=CC=2)(C2C=CC=CC=2)C2C=CC=CC=2)[P](C2C=CC=CC=2)(C2C=CC=CC=2)C2C=CC=CC=2)(C2C=CC=CC=2)C2C=CC=CC=2)=CC=1. The yield is 0.340.